From a dataset of Forward reaction prediction with 1.9M reactions from USPTO patents (1976-2016). Predict the product of the given reaction. (1) Given the reactants [OH:1][CH2:2][C:3]1[CH:4]=[CH:5][C:6](/[CH:18]=[CH:19]/[C:20]2[C:28]3[C:23](=[CH:24][CH:25]=[CH:26][CH:27]=3)[NH:22][N:21]=2)=[C:7]([NH:9][C:10]([C:12]2[S:13][CH:14]=[CH:15][C:16]=2[CH3:17])=[O:11])[CH:8]=1.S(=O)(=O)(O)O.[CH3:34]O, predict the reaction product. The product is: [NH:22]1[C:23]2[C:28](=[CH:27][CH:26]=[CH:25][CH:24]=2)[C:20](/[CH:19]=[CH:18]/[C:6]2[CH:5]=[CH:4][C:3]([CH2:2][O:1][CH3:34])=[CH:8][C:7]=2[NH:9][C:10]([C:12]2[S:13][CH:14]=[CH:15][C:16]=2[CH3:17])=[O:11])=[N:21]1. (2) Given the reactants Br[C:2]1[CH:3]=[C:4]([CH:15]=[CH:16][C:17]=1[CH:18]=[O:19])[O:5][C:6]1[CH:13]=[CH:12][C:9]([C:10]#[N:11])=[CH:8][C:7]=1[F:14].[B:20]1([B:20]2[O:24][C:23]([CH3:26])([CH3:25])[C:22]([CH3:28])([CH3:27])[O:21]2)[O:24][C:23]([CH3:26])([CH3:25])[C:22]([CH3:28])([CH3:27])[O:21]1.CC([O-])=O.[K+].N#N, predict the reaction product. The product is: [F:14][C:7]1[CH:8]=[C:9]([CH:12]=[CH:13][C:6]=1[O:5][C:4]1[CH:15]=[CH:16][C:17]([CH:18]=[O:19])=[C:2]([B:20]2[O:24][C:23]([CH3:26])([CH3:25])[C:22]([CH3:28])([CH3:27])[O:21]2)[CH:3]=1)[C:10]#[N:11].